From a dataset of Full USPTO retrosynthesis dataset with 1.9M reactions from patents (1976-2016). Predict the reactants needed to synthesize the given product. (1) Given the product [F:1][C:2]1[CH:19]=[C:18]([CH3:20])[CH:17]=[CH:16][C:3]=1[NH:4][C:5]1[C:6]([C:13]([NH:33][CH2:34][CH2:35][CH2:36][OH:37])=[O:15])=[CH:7][N:8]([CH3:12])[C:9](=[O:11])[CH:10]=1, predict the reactants needed to synthesize it. The reactants are: [F:1][C:2]1[CH:19]=[C:18]([CH3:20])[CH:17]=[CH:16][C:3]=1[NH:4][C:5]1[C:6]([C:13]([OH:15])=O)=[CH:7][N:8]([CH3:12])[C:9](=[O:11])[CH:10]=1.C1N=CN(C(N2C=NC=C2)=O)C=1.[NH2:33][CH2:34][CH2:35][CH2:36][OH:37]. (2) Given the product [CH2:34]([S:31]([N:6]([CH2:5][C:4]([OH:36])=[O:3])[CH2:7][C:8]1[CH:13]=[CH:12][CH:11]=[C:10]([CH2:14][O:15][C:16]2[CH:21]=[CH:20][C:19]([C:22]3[CH:27]=[C:26]([F:28])[C:25]([F:29])=[CH:24][C:23]=3[F:30])=[CH:18][CH:17]=2)[CH:9]=1)(=[O:32])=[O:33])[CH3:35], predict the reactants needed to synthesize it. The reactants are: C([O:3][C:4](=[O:36])[CH2:5][N:6]([S:31]([CH2:34][CH3:35])(=[O:33])=[O:32])[CH2:7][C:8]1[CH:13]=[CH:12][CH:11]=[C:10]([CH2:14][O:15][C:16]2[CH:21]=[CH:20][C:19]([C:22]3[CH:27]=[C:26]([F:28])[C:25]([F:29])=[CH:24][C:23]=3[F:30])=[CH:18][CH:17]=2)[CH:9]=1)C.[OH-].[Li+]. (3) Given the product [Br:10][C:11]1[CH:17]=[CH:16][CH:15]=[CH:14][C:12]=1[NH:13][C:2]1[CH:7]=[CH:6][CH:5]=[CH:4][C:3]=1[O:8][CH3:9], predict the reactants needed to synthesize it. The reactants are: I[C:2]1[CH:7]=[CH:6][CH:5]=[CH:4][C:3]=1[O:8][CH3:9].[Br:10][C:11]1[CH:17]=[CH:16][CH:15]=[CH:14][C:12]=1[NH2:13].C1(P(C2C=CC=CC=2)C2C=CC=CC=2OC2C=CC=CC=2P(C2C=CC=CC=2)C2C=CC=CC=2)C=CC=CC=1.CC(C)([O-])C.[Na+]. (4) Given the product [F:23][C:21]([C:18]1[CH:17]=[CH:16][C:15]([CH2:14][C@H:9]([NH:8][C:6](=[O:7])[O:5][C:1]([CH3:4])([CH3:3])[CH3:2])[CH2:10][OH:11])=[CH:20][CH:19]=1)([F:24])[CH3:22], predict the reactants needed to synthesize it. The reactants are: [C:1]([O:5][C:6]([NH:8][C@@H:9]([CH2:14][C:15]1[CH:20]=[CH:19][C:18]([C:21]([F:24])([F:23])[CH3:22])=[CH:17][CH:16]=1)[C:10](OC)=[O:11])=[O:7])([CH3:4])([CH3:3])[CH3:2].CCO.[Li+].[BH4-]. (5) Given the product [C:8]([O:7][C@@H:6]1[C@@H:11]([O:12][C:13](=[O:15])[CH3:14])[C@H:16]([O:17][C:18](=[O:20])[CH3:19])[C@@H:21]([CH2:23][O:24][C:25](=[O:27])[CH3:26])[O:22][CH:5]1[OH:4])(=[O:10])[CH3:9], predict the reactants needed to synthesize it. The reactants are: C([O:4][C@@H:5]1[O:22][C@H:21]([CH2:23][O:24][C:25](=[O:27])[CH3:26])[C@@H:16]([O:17][C:18](=[O:20])[CH3:19])[C@H:11]([O:12][C:13](=[O:15])[CH3:14])[C@H:6]1[O:7][C:8](=[O:10])[CH3:9])(=O)C.C([O-])(=O)C.[NH4+].